From a dataset of Full USPTO retrosynthesis dataset with 1.9M reactions from patents (1976-2016). Predict the reactants needed to synthesize the given product. (1) Given the product [Br:1][C:2]1[CH:3]=[C:4]2[C:9](=[CH:10][CH:11]=1)[N:8]([CH:12]1[CH2:16][CH2:15][N:14]([CH3:19])[CH2:13]1)[CH2:7][CH2:6][CH2:5]2, predict the reactants needed to synthesize it. The reactants are: [Br:1][C:2]1[CH:3]=[C:4]2[C:9](=[CH:10][CH:11]=1)[N:8]([CH:12]1[CH2:16][CH2:15][NH:14][CH2:13]1)[CH2:7][CH2:6][CH2:5]2.C=O.[C:19](O)(=O)C.C([BH3-])#N.[Na+]. (2) Given the product [C:3]([C@@:5]([C@H:10]([C:21]1[CH:26]=[CH:25][CH:24]=[CH:23][C:22]=1[O:27][CH3:28])[C:11]1[C:20]2[C:15](=[CH:16][CH:17]=[CH:18][CH:19]=2)[CH:14]=[CH:13][CH:12]=1)([CH2:33][CH2:32][N:31]([CH3:35])[CH3:30])[C:6]([O:8][CH3:9])=[O:7])#[N:4], predict the reactants needed to synthesize it. The reactants are: [H-].[Na+].[C:3]([CH:5]([CH:10]([C:21]1[CH:26]=[CH:25][CH:24]=[CH:23][C:22]=1[O:27][CH3:28])[C:11]1[C:20]2[C:15](=[CH:16][CH:17]=[CH:18][CH:19]=2)[CH:14]=[CH:13][CH:12]=1)[C:6]([O:8][CH3:9])=[O:7])#[N:4].Cl.[CH3:30][N:31]([CH3:35])[CH2:32][CH2:33]Cl.